This data is from NCI-60 drug combinations with 297,098 pairs across 59 cell lines. The task is: Regression. Given two drug SMILES strings and cell line genomic features, predict the synergy score measuring deviation from expected non-interaction effect. (1) Drug 1: CCC1(CC2CC(C3=C(CCN(C2)C1)C4=CC=CC=C4N3)(C5=C(C=C6C(=C5)C78CCN9C7C(C=CC9)(C(C(C8N6C)(C(=O)OC)O)OC(=O)C)CC)OC)C(=O)OC)O.OS(=O)(=O)O. Drug 2: C(CN)CNCCSP(=O)(O)O. Cell line: NCI-H322M. Synergy scores: CSS=1.15, Synergy_ZIP=1.05, Synergy_Bliss=2.49, Synergy_Loewe=-0.0598, Synergy_HSA=0.465. (2) Drug 1: COC1=NC(=NC2=C1N=CN2C3C(C(C(O3)CO)O)O)N. Drug 2: CC12CCC3C(C1CCC2O)C(CC4=C3C=CC(=C4)O)CCCCCCCCCS(=O)CCCC(C(F)(F)F)(F)F. Cell line: HCT-15. Synergy scores: CSS=38.4, Synergy_ZIP=1.49, Synergy_Bliss=4.07, Synergy_Loewe=6.08, Synergy_HSA=5.16. (3) Drug 1: C1C(C(OC1N2C=NC3=C(N=C(N=C32)Cl)N)CO)O. Drug 2: CC(C)(C#N)C1=CC(=CC(=C1)CN2C=NC=N2)C(C)(C)C#N. Cell line: OVCAR-4. Synergy scores: CSS=12.7, Synergy_ZIP=-3.15, Synergy_Bliss=2.63, Synergy_Loewe=-1.69, Synergy_HSA=0.369. (4) Drug 1: C1=NNC2=C1C(=O)NC=N2. Drug 2: CCC1(C2=C(COC1=O)C(=O)N3CC4=CC5=C(C=CC(=C5CN(C)C)O)N=C4C3=C2)O.Cl. Cell line: A549. Synergy scores: CSS=20.9, Synergy_ZIP=3.51, Synergy_Bliss=4.79, Synergy_Loewe=-20.0, Synergy_HSA=3.46. (5) Drug 2: CN(CCCl)CCCl.Cl. Drug 1: CC12CCC3C(C1CCC2O)C(CC4=C3C=CC(=C4)O)CCCCCCCCCS(=O)CCCC(C(F)(F)F)(F)F. Cell line: HCC-2998. Synergy scores: CSS=20.0, Synergy_ZIP=-3.05, Synergy_Bliss=2.15, Synergy_Loewe=-10.8, Synergy_HSA=0.237. (6) Drug 1: CN(C)C1=NC(=NC(=N1)N(C)C)N(C)C. Drug 2: CCC1(CC2CC(C3=C(CCN(C2)C1)C4=CC=CC=C4N3)(C5=C(C=C6C(=C5)C78CCN9C7C(C=CC9)(C(C(C8N6C=O)(C(=O)OC)O)OC(=O)C)CC)OC)C(=O)OC)O.OS(=O)(=O)O. Cell line: HT29. Synergy scores: CSS=54.2, Synergy_ZIP=4.80, Synergy_Bliss=8.99, Synergy_Loewe=-28.3, Synergy_HSA=4.99.